Task: Binary Classification. Given a T-cell receptor sequence (or CDR3 region) and an epitope sequence, predict whether binding occurs between them.. Dataset: TCR-epitope binding with 47,182 pairs between 192 epitopes and 23,139 TCRs (1) The epitope is CTELKLSDY. Result: 0 (the TCR does not bind to the epitope). The TCR CDR3 sequence is CASSPHRNTEAFF. (2) The epitope is CINGVCWTV. The TCR CDR3 sequence is CASSQGGQGAPYEQYF. Result: 1 (the TCR binds to the epitope). (3) The epitope is AYAQKIFKI. The TCR CDR3 sequence is CASSLGPDTQYF. Result: 0 (the TCR does not bind to the epitope).